This data is from Full USPTO retrosynthesis dataset with 1.9M reactions from patents (1976-2016). The task is: Predict the reactants needed to synthesize the given product. (1) Given the product [NH2:32][C:18]1[N:19]=[C:20]([C:22]2[CH:31]=[C:30]3[C:25]([CH2:26][CH2:27][N:28]([C:47](=[O:48])[CH2:46][CH:43]4[CH2:44][CH2:45][N:40]([C:38]([O:37][CH:33]([CH3:34])[CH3:35])=[O:39])[CH2:41][CH2:42]4)[CH2:29]3)=[CH:24][CH:23]=2)[CH:21]=[C:16]([N:13]2[CH2:12][CH2:11][N:10]([CH3:9])[CH2:15][CH2:14]2)[N:17]=1, predict the reactants needed to synthesize it. The reactants are: C(N(CC)CC)C.Cl.[CH3:9][N:10]1[CH2:15][CH2:14][N:13]([C:16]2[CH:21]=[C:20]([C:22]3[CH:31]=[C:30]4[C:25]([CH2:26][CH2:27][NH:28][CH2:29]4)=[CH:24][CH:23]=3)[N:19]=[C:18]([NH2:32])[N:17]=2)[CH2:12][CH2:11]1.[C:33]([O:37][C:38]([N:40]1[CH2:45][CH2:44][CH:43]([CH2:46][C:47](O)=[O:48])[CH2:42][CH2:41]1)=[O:39])(C)([CH3:35])[CH3:34].F[P-](F)(F)(F)(F)F.N1(O[P+](N(C)C)(N(C)C)N(C)C)C2C=CC=CC=2N=N1. (2) Given the product [N+:1]([C:4]1[CH:5]=[CH:6][C:7]([CH2:10][C:11]2[S:13][CH:15]=[CH:16][N:12]=2)=[CH:8][CH:9]=1)([O-:3])=[O:2], predict the reactants needed to synthesize it. The reactants are: [N+:1]([C:4]1[CH:9]=[CH:8][C:7]([CH2:10][C:11](=[S:13])[NH2:12])=[CH:6][CH:5]=1)([O-:3])=[O:2].Cl[CH2:15][CH:16]=O.C(=O)([O-])O.[Na+]. (3) Given the product [C:1]([O:5][C:6]([C:9]([C:12]([O:15][C:16]([C:19]([N:23]([CH2:25][C:26]([O-:28])=[O:27])[CH3:24])=[O:20])([F:18])[F:17])([F:14])[F:13])([F:10])[F:11])([F:7])[F:8])([F:3])([F:4])[F:2].[K+:30], predict the reactants needed to synthesize it. The reactants are: [C:1]([O:5][C:6]([C:9]([C:12]([O:15][C:16]([C:19](OC)=[O:20])([F:18])[F:17])([F:14])[F:13])([F:11])[F:10])([F:8])[F:7])([F:4])([F:3])[F:2].[NH:23]([CH2:25][C:26]([OH:28])=[O:27])[CH3:24].[OH-].[K+:30]. (4) Given the product [CH3:33][N:34]1[C:39](=[O:40])[CH:38]=[C:37]([N:41]2[CH2:46][CH2:45][O:44][CH2:43][CH2:42]2)[N:36]=[C:35]1[CH2:47][C:48](=[O:49])[N:14]1[C:15]2[C:20](=[CH:19][CH:18]=[CH:17][CH:16]=2)[C:10]2([CH2:11][CH2:12][O:7][CH2:8][CH2:9]2)[CH2:13]1, predict the reactants needed to synthesize it. The reactants are: N1C=CC=CC=1.[O:7]1[CH2:12][CH2:11][C:10]2([C:20]3[C:15](=[CH:16][CH:17]=[CH:18][CH:19]=3)[NH:14][CH2:13]2)[CH2:9][CH2:8]1.Cl.CN(C)CCCN=C=NCC.[CH3:33][N:34]1[C:39](=[O:40])[CH:38]=[C:37]([N:41]2[CH2:46][CH2:45][O:44][CH2:43][CH2:42]2)[N:36]=[C:35]1[CH2:47][C:48]([O-])=[O:49].[Na+].